Predict the product of the given reaction. From a dataset of Forward reaction prediction with 1.9M reactions from USPTO patents (1976-2016). (1) Given the reactants [NH2:1][C:2]1[CH:7]=[C:6]([F:8])[C:5]([F:9])=[CH:4][C:3]=1[NH:10][C:11](=O)[C@@H:12]([NH:14][C:15](=[O:21])[O:16][C:17]([CH3:20])([CH3:19])[CH3:18])[CH3:13], predict the reaction product. The product is: [F:9][C:5]1[C:6]([F:8])=[CH:7][C:2]2[NH:1][C:11]([C@@H:12]([NH:14][C:15](=[O:21])[O:16][C:17]([CH3:20])([CH3:19])[CH3:18])[CH3:13])=[N:10][C:3]=2[CH:4]=1. (2) Given the reactants [OH:1][C@@H:2]1[CH2:25][CH2:24][C@@:23]2([CH3:26])[C@H:4](/[C:5](=[CH:29]\[CH3:30])/[C:6](=[O:28])[C@@H:7]3[C@@H:22]2[CH2:21][CH2:20][C@@:19]2([CH3:27])[C@H:8]3[CH2:9][CH2:10][C@@H:11]2[C@H:12]([CH3:18])[CH2:13][CH2:14][C:15]([OH:17])=[O:16])[CH2:3]1.[H][H], predict the reaction product. The product is: [OH:1][C@@H:2]1[CH2:25][CH2:24][C@@:23]2([CH3:26])[C@H:4]([C@H:5]([CH2:29][CH3:30])[C:6](=[O:28])[C@@H:7]3[C@@H:22]2[CH2:21][CH2:20][C@@:19]2([CH3:27])[C@H:8]3[CH2:9][CH2:10][C@@H:11]2[C@H:12]([CH3:18])[CH2:13][CH2:14][C:15]([OH:17])=[O:16])[CH2:3]1. (3) Given the reactants [Cl:1][C:2]1[CH:7]=[CH:6][C:5]([CH:8]2[CH2:10][O:9]2)=[CH:4][CH:3]=1.[CH3:11][NH2:12], predict the reaction product. The product is: [Cl:1][C:2]1[CH:7]=[CH:6][C:5]([CH:8]([OH:9])[CH2:10][NH:12][CH3:11])=[CH:4][CH:3]=1. (4) Given the reactants [Cl:1][C:2]1[CH:3]=[N+:4]([O-:40])[CH:5]=[C:6]([Cl:39])[C:7]=1[CH2:8][C@@H:9]([C:24]1[CH:29]=[CH:28][C:27]([O:30][CH:31]([F:33])[F:32])=[C:26]([O:34][CH2:35][CH:36]2[CH2:38][CH2:37]2)[CH:25]=1)[O:10][C:11](=[O:23])[C:12]1[CH:17]=[CH:16][C:15]([O:18][CH3:19])=[C:14]([N+:20]([O-])=O)[CH:13]=1.C(Cl)Cl.CO, predict the reaction product. The product is: [NH2:20][C:14]1[CH:13]=[C:12]([CH:17]=[CH:16][C:15]=1[O:18][CH3:19])[C:11]([O:10][C@H:9]([C:24]1[CH:29]=[CH:28][C:27]([O:30][CH:31]([F:33])[F:32])=[C:26]([O:34][CH2:35][CH:36]2[CH2:37][CH2:38]2)[CH:25]=1)[CH2:8][C:7]1[C:6]([Cl:39])=[CH:5][N+:4]([O-:40])=[CH:3][C:2]=1[Cl:1])=[O:23]. (5) The product is: [NH2:22][C:19]1[CH:20]=[CH:21][C:16]([O:15][CH3:14])=[CH:17][C:18]=1[NH:23][C:7](=[O:9])[C:6]1[CH:10]=[C:2]([Br:1])[CH:3]=[CH:4][C:5]=1[F:11]. Given the reactants [Br:1][C:2]1[CH:3]=[CH:4][C:5]([F:11])=[C:6]([CH:10]=1)[C:7]([OH:9])=O.Cl.Cl.[CH3:14][O:15][C:16]1[CH:17]=[C:18]([NH2:23])[C:19]([NH2:22])=[CH:20][CH:21]=1.CN(C(ON1N=NC2C=CC=NC1=2)=[N+](C)C)C.F[P-](F)(F)(F)(F)F.O, predict the reaction product. (6) Given the reactants [N+]([N:4]1[CH:12]=[C:11]2[C:6]([CH:7]=[C:8]([N+:13]([O-:15])=[O:14])[CH:9]=[CH:10]2)=[N:5]1)([O-])=O.[N:16]1([CH2:22][CH2:23][NH2:24])[CH2:21][CH2:20][O:19][CH2:18][CH2:17]1, predict the reaction product. The product is: [N:16]1([CH2:22][CH2:23][NH:24][C:12]2[C:11]3[C:6](=[CH:7][C:8]([N+:13]([O-:15])=[O:14])=[CH:9][CH:10]=3)[NH:5][N:4]=2)[CH2:21][CH2:20][O:19][CH2:18][CH2:17]1.